This data is from Catalyst prediction with 721,799 reactions and 888 catalyst types from USPTO. The task is: Predict which catalyst facilitates the given reaction. (1) Reactant: C[O-].[Na+].C(O[C:9]([C:11]1[N:12]=[CH:13][C:14]2[C:19]([C:20]=1[OH:21])=[CH:18][CH:17]=[C:16]([O:22][C:23]1[CH:28]=[CH:27][C:26]([NH:29][S:30]([C:33]3[CH:38]=[CH:37][C:36]([CH3:39])=[CH:35][CH:34]=3)(=[O:32])=[O:31])=[CH:25][CH:24]=1)[CH:15]=2)=[O:10])CCC.[NH2:40][CH2:41][C:42]([OH:44])=[O:43].Cl. Product: [OH:21][C:20]1[C:19]2[C:14](=[CH:15][C:16]([O:22][C:23]3[CH:24]=[CH:25][C:26]([NH:29][S:30]([C:33]4[CH:38]=[CH:37][C:36]([CH3:39])=[CH:35][CH:34]=4)(=[O:32])=[O:31])=[CH:27][CH:28]=3)=[CH:17][CH:18]=2)[CH:13]=[N:12][C:11]=1[C:9]([NH:40][CH2:41][C:42]([OH:44])=[O:43])=[O:10]. The catalyst class is: 5. (2) Reactant: [Cl:1][C:2]1[CH:11]=[CH:10][C:9]2[C:4](=[CH:5][CH:6]=[C:7]([CH3:12])[CH:8]=2)[N:3]=1.[N+:13]([O-])([OH:15])=[O:14].S(=O)(=O)(O)O. Product: [Cl:1][C:2]1[CH:11]=[CH:10][C:9]2[C:4](=[CH:5][CH:6]=[C:7]([CH3:12])[C:8]=2[N+:13]([O-:15])=[O:14])[N:3]=1. The catalyst class is: 6. (3) Reactant: Br[C:2]1[CH:3]=[CH:4][C:5]([CH:8]=[O:9])=[N:6][CH:7]=1.[F:10][C:11]1[CH:16]=[CH:15][C:14]([O:17][CH3:18])=[CH:13][C:12]=1B(O)O.C([O-])([O-])=O.[K+].[K+]. Product: [F:10][C:11]1[CH:16]=[CH:15][C:14]([O:17][CH3:18])=[CH:13][C:12]=1[C:2]1[CH:3]=[CH:4][C:5]([CH:8]=[O:9])=[N:6][CH:7]=1. The catalyst class is: 203. (4) Reactant: [CH2:1]([O:3][C:4]1[CH:5]=[C:6]([CH:10]=[CH:11][CH:12]=1)[C:7](Cl)=[O:8])[CH3:2].[N:13]1[CH:18]=[CH:17][C:16]([C:19]2[CH:23]=[C:22]([NH2:24])[O:21][N:20]=2)=[CH:15][CH:14]=1.N1C=CC=CC=1. Product: [CH2:1]([O:3][C:4]1[CH:5]=[C:6]([CH:10]=[CH:11][CH:12]=1)[C:7]([NH:24][C:22]1[O:21][N:20]=[C:19]([C:16]2[CH:17]=[CH:18][N:13]=[CH:14][CH:15]=2)[CH:23]=1)=[O:8])[CH3:2]. The catalyst class is: 10. (5) Reactant: [F:1][C:2]1[C:10]2[N:9]=[C:8]([O:11][C@H:12]3[CH2:16][O:15][CH:14]4[C@@H:17]([OH:20])[CH2:18][O:19][CH:13]34)[NH:7][C:6]=2[CH:5]=[C:4]([F:21])[C:3]=1[C:22]1[CH:27]=[CH:26][C:25]([C:28]2[CH:33]=[CH:32][C:31]([C:34](O)=[O:35])=[CH:30][CH:29]=2)=[CH:24][CH:23]=1.[NH:37]1[CH2:41][CH2:40][C@@H:39]([OH:42])[CH2:38]1.CN(C(ON1N=NC2C=CC=NC1=2)=[N+](C)C)C.F[P-](F)(F)(F)(F)F. Product: [F:1][C:2]1[C:10]2[N:9]=[C:8]([O:11][C@H:12]3[CH2:16][O:15][CH:14]4[C@@H:17]([OH:20])[CH2:18][O:19][CH:13]34)[NH:7][C:6]=2[CH:5]=[C:4]([F:21])[C:3]=1[C:22]1[CH:27]=[CH:26][C:25]([C:28]2[CH:29]=[CH:30][C:31]([C:34]([N:37]3[CH2:41][CH2:40][C@@H:39]([OH:42])[CH2:38]3)=[O:35])=[CH:32][CH:33]=2)=[CH:24][CH:23]=1. The catalyst class is: 3. (6) Reactant: [C:1]12([CH2:11][O:12][C:13]3[C:28]([CH:29]4[CH2:31][CH2:30]4)=[CH:27][C:16]([C:17]([NH:19][S:20]([CH2:23][CH2:24][O:25]C)(=[O:22])=[O:21])=[O:18])=[C:15]([F:32])[CH:14]=3)[CH2:10][CH:5]3[CH2:6][CH:7]([CH2:9][CH:3]([CH2:4]3)[CH2:2]1)[CH2:8]2.B(Br)(Br)Br.N1C(C)=CC=CC=1C. Product: [C:1]12([CH2:11][O:12][C:13]3[C:28]([CH:29]4[CH2:30][CH2:31]4)=[CH:27][C:16]([C:17]([NH:19][S:20]([CH2:23][CH2:24][OH:25])(=[O:22])=[O:21])=[O:18])=[C:15]([F:32])[CH:14]=3)[CH2:10][CH:5]3[CH2:4][CH:3]([CH2:9][CH:7]([CH2:6]3)[CH2:8]1)[CH2:2]2. The catalyst class is: 2.